The task is: Predict the reactants needed to synthesize the given product.. This data is from Retrosynthesis with 50K atom-mapped reactions and 10 reaction types from USPTO. Given the product CCN(CCO)c1ccc(C2=CC(=NO)C(=O)c3ccccc32)cc1, predict the reactants needed to synthesize it. The reactants are: CCN(CCO)c1ccc(C2=CC(=O)C(=O)c3ccccc32)cc1.NO.